Regression. Given two drug SMILES strings and cell line genomic features, predict the synergy score measuring deviation from expected non-interaction effect. From a dataset of NCI-60 drug combinations with 297,098 pairs across 59 cell lines. Drug 1: CC1=C(N=C(N=C1N)C(CC(=O)N)NCC(C(=O)N)N)C(=O)NC(C(C2=CN=CN2)OC3C(C(C(C(O3)CO)O)O)OC4C(C(C(C(O4)CO)O)OC(=O)N)O)C(=O)NC(C)C(C(C)C(=O)NC(C(C)O)C(=O)NCCC5=NC(=CS5)C6=NC(=CS6)C(=O)NCCC[S+](C)C)O. Cell line: SK-MEL-28. Drug 2: C(CN)CNCCSP(=O)(O)O. Synergy scores: CSS=5.36, Synergy_ZIP=-3.10, Synergy_Bliss=-4.22, Synergy_Loewe=1.49, Synergy_HSA=-2.02.